This data is from Reaction yield outcomes from USPTO patents with 853,638 reactions. The task is: Predict the reaction yield, written as a fraction of the theoretical maximum amount of product (1.0 means a 100% yield; for example, 0.34 means a 34% yield). (1) The yield is 0.682. The catalyst is C(O)(C(F)(F)F)=O.C(Cl)Cl. The reactants are [Si]([O:8][CH2:9][CH2:10][N:11]([C:29]1[C:38]2[C:33](=[CH:34][CH:35]=[CH:36][CH:37]=2)[CH:32]=[CH:31][CH:30]=1)[C:12](=[O:28])[CH2:13][C:14]1[CH:19]=[CH:18][C:17]([NH:20]C(=O)OC(C)(C)C)=[CH:16][CH:15]=1)(C(C)(C)C)(C)C.[C:39]([O:50][CH3:51])(=[O:49])[CH2:40][CH2:41][CH2:42][CH2:43][CH2:44][CH2:45][C:46]([O-])=[O:47].CCN=C=NCCCN(C)C. The product is [OH:8][CH2:9][CH2:10][N:11]([C:29]1[C:38]2[C:33](=[CH:34][CH:35]=[CH:36][CH:37]=2)[CH:32]=[CH:31][CH:30]=1)[C:12](=[O:28])[CH2:13][C:14]1[CH:19]=[CH:18][C:17]([NH:20][C:46](=[O:47])[CH2:45][CH2:44][CH2:43][CH2:42][CH2:41][CH2:40][C:39]([O:50][CH3:51])=[O:49])=[CH:16][CH:15]=1. (2) The yield is 0.980. The reactants are [CH:1]1([CH2:7][CH2:8][CH2:9][N:10]2[C:14](=[O:15])[N:13]([C:16]3[CH:21]=[CH:20][C:19]([N+:22]([O-])=O)=[CH:18][CH:17]=3)[N:12]=[N:11]2)[CH2:6][CH2:5][CH2:4][CH2:3][CH2:2]1.C(O)C. The product is [NH2:22][C:19]1[CH:18]=[CH:17][C:16]([N:13]2[C:14](=[O:15])[N:10]([CH2:9][CH2:8][CH2:7][CH:1]3[CH2:6][CH2:5][CH2:4][CH2:3][CH2:2]3)[N:11]=[N:12]2)=[CH:21][CH:20]=1. The catalyst is [Pd].C(OCC)(=O)C. (3) The reactants are [F:1][C:2]1[C:3]([CH3:9])=[C:4]([CH:6]=[CH:7][CH:8]=1)[NH2:5].[N:10]([O-])=O.[Na+].[Sn](Cl)Cl. The catalyst is O.Cl. The product is [F:1][C:2]1[C:3]([CH3:9])=[C:4]([NH:5][NH2:10])[CH:6]=[CH:7][CH:8]=1. The yield is 0.340. (4) The reactants are [Cl:1][C:2]1[CH:7]=[CH:6][C:5]([CH:8]([O:23][CH3:24])[CH2:9][NH:10]S(C2C=CC([N+]([O-])=O)=CC=2)(=O)=O)=[CH:4][CH:3]=1.C1(S)C=CC=CC=1.C(=O)([O-])[O-].[K+].[K+].[C:38](O[C:38]([O:40][C:41]([CH3:44])([CH3:43])[CH3:42])=[O:39])([O:40][C:41]([CH3:44])([CH3:43])[CH3:42])=[O:39]. The catalyst is C(#N)C.CS(C)=O. The product is [Cl:1][C:2]1[CH:3]=[CH:4][C:5]([CH:8]([O:23][CH3:24])[CH2:9][NH:10][C:38](=[O:39])[O:40][C:41]([CH3:44])([CH3:43])[CH3:42])=[CH:6][CH:7]=1. The yield is 0.725.